Dataset: Catalyst prediction with 721,799 reactions and 888 catalyst types from USPTO. Task: Predict which catalyst facilitates the given reaction. Reactant: Cl[C:2]1[CH:7]=[C:6]([C:8]2[CH:13]=[CH:12][CH:11]=[C:10]([Cl:14])[C:9]=2[Cl:15])[N:5]=[C:4]([NH2:16])[N:3]=1.[NH2:17][CH2:18][CH2:19][C:20]1[CH:25]=[CH:24][C:23]([OH:26])=[CH:22][CH:21]=1. Product: [NH2:16][C:4]1[N:3]=[C:2]([NH:17][CH2:18][CH2:19][C:20]2[CH:25]=[CH:24][C:23]([OH:26])=[CH:22][CH:21]=2)[CH:7]=[C:6]([C:8]2[CH:13]=[CH:12][CH:11]=[C:10]([Cl:14])[C:9]=2[Cl:15])[N:5]=1. The catalyst class is: 5.